This data is from Full USPTO retrosynthesis dataset with 1.9M reactions from patents (1976-2016). The task is: Predict the reactants needed to synthesize the given product. (1) Given the product [CH2:1]([O:8][C:9]([NH:11][C@@H:12]([CH2:20][S:21][CH2:22][C@H:23]([O:26][C:36](=[O:37])[NH:35][CH2:27][CH2:28][CH2:29][CH2:30][CH2:31][CH2:32][CH2:33][CH3:34])[CH2:24][O:25][C:36](=[O:37])[NH:35][CH2:27][CH2:28][CH2:29][CH2:30][CH2:31][CH2:32][CH2:33][CH3:34])[C:13]([O:15][C:16]([CH3:17])([CH3:18])[CH3:19])=[O:14])=[O:10])[C:2]1[CH:3]=[CH:4][CH:5]=[CH:6][CH:7]=1, predict the reactants needed to synthesize it. The reactants are: [CH2:1]([O:8][C:9]([NH:11][C@@H:12]([CH2:20][S:21][CH2:22][C@H:23]([OH:26])[CH2:24][OH:25])[C:13]([O:15][C:16]([CH3:19])([CH3:18])[CH3:17])=[O:14])=[O:10])[C:2]1[CH:7]=[CH:6][CH:5]=[CH:4][CH:3]=1.[CH2:27]([N:35]=[C:36]=[O:37])[CH2:28][CH2:29][CH2:30][CH2:31][CH2:32][CH2:33][CH3:34]. (2) Given the product [C:34]([O:31][CH2:30][C:19]1[CH:18]=[CH:14][C:13]([CH2:12][O:11][P:5]([O:4][CH2:1][CH:2]=[CH2:3])([O:7][CH2:8][CH:9]=[CH2:10])=[O:6])=[CH:21][C:20]=1[C:22]([Cl:27])=[O:26])(=[O:33])[CH3:35], predict the reactants needed to synthesize it. The reactants are: [CH2:1]([O:4][P:5]([O:11][CH2:12][C:13]1[CH:21]=[CH:20][CH:19]=[CH:18][C:14]=1C(O)=O)([O:7][CH2:8][CH:9]=[CH2:10])=[O:6])[CH:2]=[CH2:3].[C:22]([Cl:27])(=[O:26])C(Cl)=O.CN(C)[CH:30]=[O:31].[O:33]1CC[CH2:35][CH2:34]1. (3) Given the product [C:2]1([NH:1][S:18]([CH:17]=[CH2:16])(=[O:20])=[O:19])[CH:7]=[CH:6][CH:5]=[CH:4][CH:3]=1, predict the reactants needed to synthesize it. The reactants are: [NH2:1][C:2]1[CH:7]=[CH:6][CH:5]=[CH:4][CH:3]=1.CCN(CC)CC.Cl[CH2:16][CH2:17][S:18](Cl)(=[O:20])=[O:19]. (4) Given the product [OH:27][C:11]1[CH:12]=[C:13]([O:15][C@H:16]2[C@H:17]([OH:26])[C@@H:18]([OH:25])[C@H:19]([OH:24])[C@@H:20]([CH2:22][OH:23])[O:21]2)[CH:14]=[C:9]2[C:10]=1[CH:5]=[C:6](/[CH:1]=[CH:2]/[C:3](=[O:28])[CH3:4])[CH:7]=[CH:8]2, predict the reactants needed to synthesize it. The reactants are: [CH:1]1[C:6](/[CH:7]=[CH:8]/[C:9]2[CH:14]=[C:13]([O:15][C@@H:16]3[O:21][C@H:20]([CH2:22][OH:23])[C@@H:19]([OH:24])[C@H:18]([OH:25])[C@H:17]3[OH:26])[CH:12]=[C:11]([OH:27])[CH:10]=2)=[CH:5][CH:4]=[C:3]([OH:28])[CH:2]=1. (5) The reactants are: [NH2:1][C:2]([CH3:19])([CH2:5][N:6]1[C:14]([O:15][CH2:16][CH3:17])=[C:13]2[C:8]([CH:9]=[CH:10][C:11]([Cl:18])=[CH:12]2)=[N:7]1)[C:3]#[N:4].[F:20][C:21]([F:32])([F:31])[C:22]1[CH:30]=[CH:29][C:25]([C:26](Cl)=[S:27])=[CH:24][CH:23]=1. Given the product [Cl:18][C:11]1[CH:10]=[CH:9][C:8]2[C:13](=[C:14]([O:15][CH2:16][CH3:17])[N:6]([CH2:5][C:2]([NH:1][C:26](=[S:27])[C:25]3[CH:24]=[CH:23][C:22]([C:21]([F:20])([F:31])[F:32])=[CH:30][CH:29]=3)([C:3]#[N:4])[CH3:19])[N:7]=2)[CH:12]=1, predict the reactants needed to synthesize it. (6) Given the product [CH2:1]([O:3][C:4]([N:6]1[CH2:14][CH:13]2[CH:9]([CH2:10][C:11]3[S:17][C:16]([CH3:18])=[C:15]([Br:38])[C:12]=32)[CH2:8][CH2:7]1)=[O:5])[CH3:2], predict the reactants needed to synthesize it. The reactants are: [CH2:1]([O:3][C:4]([N:6]1[CH2:14][CH:13]2[CH:9]([CH2:10][C:11]3[S:17][C:16]([CH3:18])=[CH:15][C:12]=32)[CH2:8][CH2:7]1)=[O:5])[CH3:2].C(Cl)(Cl)Cl.C1(C=CC(O)=CC=1)O.C1C(=O)N([Br:38])C(=O)C1. (7) Given the product [CH2:1]1[C:9]2[C:4](=[CH:5][C:6]([NH:10][C:11](=[O:12])[CH3:13])=[CH:7][CH:8]=2)[CH2:3][CH2:2]1, predict the reactants needed to synthesize it. The reactants are: [CH2:1]1[C:9]2[C:4](=[CH:5][C:6]([NH2:10])=[CH:7][CH:8]=2)[CH2:3][CH2:2]1.[C:11](Cl)([CH3:13])=[O:12]. (8) Given the product [F:49][C:2]1[CH:9]=[CH:8][C:5]([C:6]#[N:7])=[CH:4][C:3]=1[CH3:10], predict the reactants needed to synthesize it. The reactants are: Br[C:2]1[CH:9]=[CH:8][C:5]([C:6]#[N:7])=[CH:4][C:3]=1[CH3:10].CC(C1C=C(C(C)C)C(C2C(P(C3CCCCC3)C3CCCCC3)=C(OC)C=CC=2OC)=C(C(C)C)C=1)C.[F:49]C1C=CC(C)=CC=1.CCCCCCCCCCCC. (9) Given the product [ClH:21].[ClH:22].[Cl:21][C:16]1[CH:17]=[CH:18][CH:19]=[CH:20][C:15]=1[NH:14][CH:11]1[CH2:12][CH2:13][NH:8][CH2:9][CH2:10]1, predict the reactants needed to synthesize it. The reactants are: C(OC([N:8]1[CH2:13][CH2:12][CH:11]([NH:14][C:15]2[CH:20]=[CH:19][CH:18]=[CH:17][C:16]=2[Cl:21])[CH2:10][CH2:9]1)=O)(C)(C)C.[ClH:22]. (10) The reactants are: [C:1]12[C:7](=[CH:8][CH:9]=[CH:10][CH:11]=1)[NH:6][C:5](=[O:12])[O:4][C:2]2=[O:3].[H-].[Na+].Br[CH2:16][C:17]([O:19][CH2:20][CH3:21])=[O:18]. Given the product [O:12]=[C:5]1[N:6]([CH2:16][C:17]([O:19][CH2:20][CH3:21])=[O:18])[C:7]2[CH:8]=[CH:9][CH:10]=[CH:11][C:1]=2[C:2](=[O:3])[O:4]1, predict the reactants needed to synthesize it.